Task: Predict the reactants needed to synthesize the given product.. Dataset: Full USPTO retrosynthesis dataset with 1.9M reactions from patents (1976-2016) Given the product [OH:10][CH2:9][C@@H:8]([NH:7][S:20]([C:17]1[CH:18]=[CH:19][C:14]([CH3:24])=[CH:15][CH:16]=1)(=[O:22])=[O:21])[CH2:11][CH:12]=[CH2:13], predict the reactants needed to synthesize it. The reactants are: C(=O)([O-])[O-].[Na+].[Na+].[NH2:7][C@@H:8]([CH2:11][CH:12]=[CH2:13])[CH2:9][OH:10].[C:14]1([CH3:24])[CH:19]=[CH:18][C:17]([S:20](Cl)(=[O:22])=[O:21])=[CH:16][CH:15]=1.